This data is from Forward reaction prediction with 1.9M reactions from USPTO patents (1976-2016). The task is: Predict the product of the given reaction. Given the reactants [NH2:1][C:2]1[CH:3]=[CH:4][C:5]([F:18])=[C:6]([C@:8]2([CH3:17])[C:13]([F:15])([F:14])[CH2:12][O:11][C:10]([NH2:16])=[N:9]2)[CH:7]=1.[F:19][C:20]([F:35])([CH:32]([F:34])[F:33])[CH2:21][O:22][C:23]1[CH:24]=[CH:25][C:26]([C:29](O)=[O:30])=[N:27][CH:28]=1, predict the reaction product. The product is: [NH2:16][C:10]1[O:11][CH2:12][C:13]([F:14])([F:15])[C@:8]([C:6]2[CH:7]=[C:2]([NH:1][C:29]([C:26]3[CH:25]=[CH:24][C:23]([O:22][CH2:21][C:20]([F:35])([F:19])[CH:32]([F:34])[F:33])=[CH:28][N:27]=3)=[O:30])[CH:3]=[CH:4][C:5]=2[F:18])([CH3:17])[N:9]=1.